Dataset: NCI-60 drug combinations with 297,098 pairs across 59 cell lines. Task: Regression. Given two drug SMILES strings and cell line genomic features, predict the synergy score measuring deviation from expected non-interaction effect. (1) Drug 1: C1CN1P(=S)(N2CC2)N3CC3. Drug 2: CCC1(CC2CC(C3=C(CCN(C2)C1)C4=CC=CC=C4N3)(C5=C(C=C6C(=C5)C78CCN9C7C(C=CC9)(C(C(C8N6C)(C(=O)OC)O)OC(=O)C)CC)OC)C(=O)OC)O.OS(=O)(=O)O. Cell line: SK-MEL-28. Synergy scores: CSS=7.51, Synergy_ZIP=-1.42, Synergy_Bliss=1.61, Synergy_Loewe=-0.303, Synergy_HSA=-0.650. (2) Drug 1: CCC1=CC2CC(C3=C(CN(C2)C1)C4=CC=CC=C4N3)(C5=C(C=C6C(=C5)C78CCN9C7C(C=CC9)(C(C(C8N6C)(C(=O)OC)O)OC(=O)C)CC)OC)C(=O)OC.C(C(C(=O)O)O)(C(=O)O)O. Drug 2: CC1OCC2C(O1)C(C(C(O2)OC3C4COC(=O)C4C(C5=CC6=C(C=C35)OCO6)C7=CC(=C(C(=C7)OC)O)OC)O)O. Cell line: 786-0. Synergy scores: CSS=29.9, Synergy_ZIP=1.67, Synergy_Bliss=1.99, Synergy_Loewe=-2.11, Synergy_HSA=6.02.